Dataset: Forward reaction prediction with 1.9M reactions from USPTO patents (1976-2016). Task: Predict the product of the given reaction. (1) Given the reactants Cl[C:2]1[CH:11]=[CH:10][C:9]2[C:4](=[CH:5][C:6]([O:15][CH3:16])=[C:7]([N+:12]([O-:14])=[O:13])[CH:8]=2)[N:3]=1.[NH2:17][CH2:18][CH2:19][OH:20], predict the reaction product. The product is: [CH3:16][O:15][C:6]1[CH:5]=[C:4]2[C:9]([CH:10]=[CH:11][C:2]([NH:17][CH2:18][CH2:19][OH:20])=[N:3]2)=[CH:8][C:7]=1[N+:12]([O-:14])=[O:13]. (2) Given the reactants [Cl:1][C:2]1[CH:7]=[CH:6][C:5]([S:8]([N:11]([CH2:21][C:22]2[CH:27]=[CH:26]C(SC)=[CH:24][CH:23]=2)[C@H:12]([C:15]2[CH:20]=[CH:19][CH:18]=[CH:17][CH:16]=2)[CH2:13][CH3:14])(=[O:10])=[O:9])=[CH:4][CH:3]=1.C1C=C(Cl)C=C(C(OO)=[O:38])C=1.[CH3:41][S:42]([CH3:44])=[O:43].C([O-])([O-])=O.[Na+].[Na+], predict the reaction product. The product is: [Cl:1][C:2]1[CH:7]=[CH:6][C:5]([S:8]([N:11]([CH2:21][C:22]2[CH:27]=[CH:26][C:41]([S:42]([CH3:44])(=[O:38])=[O:43])=[CH:24][CH:23]=2)[C@H:12]([C:15]2[CH:20]=[CH:19][CH:18]=[CH:17][CH:16]=2)[CH2:13][CH3:14])(=[O:10])=[O:9])=[CH:4][CH:3]=1. (3) Given the reactants [C:1]12([C:11](Cl)=[O:12])[CH2:10][CH:5]3[CH2:6][CH:7]([CH2:9][CH:3]([CH2:4]3)[CH2:2]1)[CH2:8]2.[NH2:14][C:15]1[CH:16]=[N:17][C:18]2[C:23]([CH:24]=1)=[CH:22][CH:21]=[CH:20][CH:19]=2.N1C=CC=CC=1, predict the reaction product. The product is: [N:17]1[C:18]2[C:23](=[CH:22][CH:21]=[CH:20][CH:19]=2)[CH:24]=[C:15]([NH:14][C:11]([C:1]23[CH2:10][CH:5]4[CH2:6][CH:7]([CH2:9][CH:3]([CH2:4]4)[CH2:2]2)[CH2:8]3)=[O:12])[CH:16]=1. (4) Given the reactants [CH3:1][N:2]1[C:10]2[C:5](=[CH:6][CH:7]=[CH:8][CH:9]=2)[CH:4]=[C:3]1[C:11]1[CH:12]=[C:13]([NH:17][S:18]([CH2:21][CH3:22])(=[O:20])=[O:19])[CH:14]=[N:15][CH:16]=1.[H-].[Na+].Cl[CH2:26][CH2:27][O:28][Si](C)(C)C.Cl, predict the reaction product. The product is: [OH:28][CH2:27][CH2:26][N:17]([C:13]1[CH:14]=[N:15][CH:16]=[C:11]([C:3]2[N:2]([CH3:1])[C:10]3[C:5]([CH:4]=2)=[CH:6][CH:7]=[CH:8][CH:9]=3)[CH:12]=1)[S:18]([CH2:21][CH3:22])(=[O:20])=[O:19]. (5) Given the reactants N[C:2]1[CH:3]=[CH:4][C:5]([N:8]2[CH:13]=[CH:12][CH:11]=[CH:10][C:9]2=[O:14])=[N:6][CH:7]=1.N([O-])=O.[Na+].[Na+].[I-:20], predict the reaction product. The product is: [I:20][C:2]1[CH:3]=[CH:4][C:5]([N:8]2[CH:13]=[CH:12][CH:11]=[CH:10][C:9]2=[O:14])=[N:6][CH:7]=1.